Dataset: Catalyst prediction with 721,799 reactions and 888 catalyst types from USPTO. Task: Predict which catalyst facilitates the given reaction. Reactant: [F:1][C:2]1[CH:3]=[C:4]([CH2:17][OH:18])[C:5]2[O:9][C:8]([C:10]3([CH3:15])OCC[O:11]3)=[CH:7][C:6]=2[CH:16]=1.Cl. Product: [F:1][C:2]1[CH:3]=[C:4]([CH2:17][OH:18])[C:5]2[O:9][C:8]([C:10](=[O:11])[CH3:15])=[CH:7][C:6]=2[CH:16]=1. The catalyst class is: 21.